Dataset: Forward reaction prediction with 1.9M reactions from USPTO patents (1976-2016). Task: Predict the product of the given reaction. (1) Given the reactants Cl.CN(C)CCCN=C=NCC.OC1C=CC=C[N+]=1[O-].[CH3:21][O:22][C:23]1[CH:24]=[C:25]2[C:30](=[CH:31][C:32]=1[O:33][CH3:34])[N:29]=[CH:28][CH:27]=[C:26]2[O:35][C:36]1[CH:41]=[CH:40][C:39]([CH2:42][C:43]([OH:45])=O)=[CH:38][CH:37]=1.[NH2:46][C:47]1[CH:51]=[CH:50][O:49][N:48]=1.C(N(C(C)C)CC)(C)C, predict the reaction product. The product is: [O:49]1[CH:50]=[CH:51][C:47]([NH:46][C:43](=[O:45])[CH2:42][C:39]2[CH:38]=[CH:37][C:36]([O:35][C:26]3[C:25]4[C:30](=[CH:31][C:32]([O:33][CH3:34])=[C:23]([O:22][CH3:21])[CH:24]=4)[N:29]=[CH:28][CH:27]=3)=[CH:41][CH:40]=2)=[N:48]1. (2) Given the reactants [C:1]1([C:7](=[N:14][C:15]2[CH:22]=[CH:21][C:18]([C:19]#[N:20])=[C:17]([C:23]([F:26])([F:25])[F:24])[C:16]=2[CH3:27])[C:8]2[CH:13]=[CH:12][CH:11]=[CH:10][CH:9]=2)[CH:6]=[CH:5][CH:4]=[CH:3][CH:2]=1.C1C(=O)N([Br:35])C(=O)C1.C(OOC(=O)C1C=CC=CC=1)(=O)C1C=CC=CC=1, predict the reaction product. The product is: [Br:35][CH2:27][C:16]1[C:17]([C:23]([F:24])([F:25])[F:26])=[C:18]([CH:21]=[CH:22][C:15]=1[N:14]=[C:7]([C:8]1[CH:13]=[CH:12][CH:11]=[CH:10][CH:9]=1)[C:1]1[CH:6]=[CH:5][CH:4]=[CH:3][CH:2]=1)[C:19]#[N:20].